This data is from Reaction yield outcomes from USPTO patents with 853,638 reactions. The task is: Predict the reaction yield, written as a fraction of the theoretical maximum amount of product (1.0 means a 100% yield; for example, 0.34 means a 34% yield). The reactants are [NH:1]1[C:9]2[C:4](=[N:5][CH:6]=[CH:7][CH:8]=2)[CH:3]=[C:2]1[C:10]([NH2:12])=[O:11].[C:13]1([S:19][S:19][C:13]2[CH:18]=[CH:17][CH:16]=[CH:15][CH:14]=2)[CH:18]=[CH:17][CH:16]=[CH:15][CH:14]=1. The catalyst is CN(C=O)C. The product is [C:13]1([S:19][C:3]2[C:4]3=[N:5][CH:6]=[CH:7][CH:8]=[C:9]3[NH:1][C:2]=2[C:10]([NH2:12])=[O:11])[CH:18]=[CH:17][CH:16]=[CH:15][CH:14]=1. The yield is 0.810.